Dataset: Reaction yield outcomes from USPTO patents with 853,638 reactions. Task: Predict the reaction yield, written as a fraction of the theoretical maximum amount of product (1.0 means a 100% yield; for example, 0.34 means a 34% yield). (1) The reactants are Cl[C:2]1[C:11]([Cl:12])=[N:10][C:9]2[C:4](=[CH:5][CH:6]=[CH:7][CH:8]=2)[N:3]=1.[CH3:13][C:14]1[CH:15]=[C:16]([S:20]([NH2:23])(=[O:22])=[O:21])[CH:17]=[CH:18][CH:19]=1.C([O-])([O-])=O.[K+].[K+]. The catalyst is CC(N(C)C)=O. The product is [Cl:12][C:11]1[C:2]([NH:23][S:20]([C:16]2[CH:17]=[CH:18][CH:19]=[C:14]([CH3:13])[CH:15]=2)(=[O:21])=[O:22])=[N:3][C:4]2[C:9]([N:10]=1)=[CH:8][CH:7]=[CH:6][CH:5]=2. The yield is 0.650. (2) The reactants are [CH:1]([Mg]Br)=[CH2:2].[CH3:5][C:6]1[CH2:11][CH:10]([CH3:12])[CH2:9][C:8](=[O:13])[CH:7]=1. The catalyst is C(=O)=O.CC(C)=O.C1COCC1.Cl[Cu]. The product is [CH3:5][C:6]1([CH:1]=[CH2:2])[CH2:11][CH:10]([CH3:12])[CH2:9][C:8](=[O:13])[CH2:7]1. The yield is 0.520. (3) The reactants are [CH:1]([C:3]1[S:7][C:6]([NH:8][C@@H:9]([CH:13]([CH3:15])[CH3:14])[C:10]([OH:12])=O)=[N:5][CH:4]=1)=[O:2].[NH2:16][C@H:17]([C:19]([NH:21][C@H:22]([C:24]([O:26][C:27]([CH3:30])([CH3:29])[CH3:28])=[O:25])[CH3:23])=[O:20])[CH3:18].Cl.C(Cl)CCl.ON1C2N=CC=CC=2N=N1.CN1CCOCC1. The catalyst is C(Cl)Cl. The product is [CH:1]([C:3]1[S:7][C:6]([NH:8][CH:9]([CH:13]([CH3:15])[CH3:14])[C:10]([NH:16][C@@H:17]([CH3:18])[C:19]([NH:21][C@@H:22]([CH3:23])[C:24]([O:26][C:27]([CH3:30])([CH3:29])[CH3:28])=[O:25])=[O:20])=[O:12])=[N:5][CH:4]=1)=[O:2]. The yield is 0.421. (4) The reactants are [Cl:1][C:2]1[CH:3]=[C:4]2[C:8](=[CH:9][CH:10]=1)[NH:7][CH:6]=[C:5]2[CH2:11][CH2:12][NH:13][C:14](=[O:22])[C:15]1[CH:20]=[CH:19][CH:18]=[C:17](I)[CH:16]=1.[CH3:23][O:24][C:25]1[CH:26]=[C:27](B(O)O)[CH:28]=[CH:29][CH:30]=1.C(=O)([O-])[O-].[Na+].[Na+]. The catalyst is C(COC)OC.O.C1C=CC([P]([Pd]([P](C2C=CC=CC=2)(C2C=CC=CC=2)C2C=CC=CC=2)([P](C2C=CC=CC=2)(C2C=CC=CC=2)C2C=CC=CC=2)[P](C2C=CC=CC=2)(C2C=CC=CC=2)C2C=CC=CC=2)(C2C=CC=CC=2)C2C=CC=CC=2)=CC=1. The product is [Cl:1][C:2]1[CH:3]=[C:4]2[C:8](=[CH:9][CH:10]=1)[NH:7][CH:6]=[C:5]2[CH2:11][CH2:12][NH:13][C:14]([C:15]1[CH:16]=[C:17]([C:29]2[CH:28]=[CH:27][CH:26]=[C:25]([O:24][CH3:23])[CH:30]=2)[CH:18]=[CH:19][CH:20]=1)=[O:22]. The yield is 0.870.